From a dataset of Catalyst prediction with 721,799 reactions and 888 catalyst types from USPTO. Predict which catalyst facilitates the given reaction. (1) Reactant: [ClH:1].O1CCOCC1.C(OC([NH:15][C:16]1[CH:21]=[CH:20][C:19]([NH:22][C:23]2[C:28]([Cl:29])=[CH:27][N:26]=[C:25]([Cl:30])[N:24]=2)=[CH:18][C:17]=1[CH2:31][CH2:32][C:33]1[CH:34]=[C:35]([NH:39]C(=O)OC(C)(C)C)[CH:36]=[N:37][CH:38]=1)=O)(C)(C)C. Product: [ClH:29].[ClH:1].[ClH:29].[NH2:39][C:35]1[CH:34]=[C:33]([CH2:32][CH2:31][C:17]2[CH:18]=[C:19]([NH:22][C:23]3[C:28]([Cl:29])=[CH:27][N:26]=[C:25]([Cl:30])[N:24]=3)[CH:20]=[CH:21][C:16]=2[NH2:15])[CH:38]=[N:37][CH:36]=1. The catalyst class is: 5. (2) Reactant: [CH2:1]([N:8]([CH2:17][C:18]1[CH:23]=[CH:22][CH:21]=[CH:20][CH:19]=1)[CH:9]([C:13]([OH:16])([CH3:15])[CH3:14])[C:10]([OH:12])=[O:11])[C:2]1[CH:7]=[CH:6][CH:5]=[CH:4][CH:3]=1.F[C:25]1[CH:30]=[CH:29][C:28]([F:31])=[CH:27][C:26]=1[N+:32]([O-:34])=[O:33].C[Si]([N-][Si](C)(C)C)(C)C.[K+]. Product: [CH2:17]([N:8]([CH2:1][C:2]1[CH:3]=[CH:4][CH:5]=[CH:6][CH:7]=1)[CH:9]([C:13]([O:16][C:25]1[CH:30]=[CH:29][C:28]([F:31])=[CH:27][C:26]=1[N+:32]([O-:34])=[O:33])([CH3:15])[CH3:14])[C:10]([OH:12])=[O:11])[C:18]1[CH:19]=[CH:20][CH:21]=[CH:22][CH:23]=1. The catalyst class is: 7.